Dataset: Forward reaction prediction with 1.9M reactions from USPTO patents (1976-2016). Task: Predict the product of the given reaction. (1) Given the reactants [CH3:1][C:2]1[C:3]([NH:9][CH:10]2[C:19]3[N:18]=[CH:17][CH:16]=[CH:15][C:14]=3[CH2:13][CH2:12][CH2:11]2)=[N:4][CH:5]=[C:6]([CH3:8])[CH:7]=1.[C:20]([Si:24]([CH3:32])([CH3:31])[O:25][CH2:26][CH2:27][CH2:28][CH:29]=O)([CH3:23])([CH3:22])[CH3:21].[BH-](OC(C)=O)(OC(C)=O)OC(C)=O.[Na+], predict the reaction product. The product is: [C:20]([Si:24]([CH3:31])([CH3:32])[O:25][CH2:26][CH2:27][CH2:28][CH2:29][N:9]([C:3]1[C:2]([CH3:1])=[CH:7][C:6]([CH3:8])=[CH:5][N:4]=1)[CH:10]1[C:19]2[N:18]=[CH:17][CH:16]=[CH:15][C:14]=2[CH2:13][CH2:12][CH2:11]1)([CH3:23])([CH3:22])[CH3:21]. (2) Given the reactants [F:1][C:2]1[CH:3]=[C:4]([CH:14]([NH:16][C:17]([C:19]2[N:20]=[C:21](Cl)[O:22][CH:23]=2)=[O:18])[CH3:15])[CH:5]=[C:6]([F:13])[C:7]=1[NH:8][S:9]([CH3:12])(=[O:11])=[O:10].[N:25]1[C:34]2[C:29](=[CH:30][CH:31]=[CH:32][C:33]=2[OH:35])[CH:28]=[CH:27][CH:26]=1, predict the reaction product. The product is: [F:1][C:2]1[CH:3]=[C:4]([CH:14]([NH:16][C:17]([C:19]2[N:20]=[C:21]([O:35][C:33]3[CH:32]=[CH:31][CH:30]=[C:29]4[C:34]=3[N:25]=[CH:26][CH:27]=[CH:28]4)[O:22][CH:23]=2)=[O:18])[CH3:15])[CH:5]=[C:6]([F:13])[C:7]=1[NH:8][S:9]([CH3:12])(=[O:11])=[O:10]. (3) Given the reactants [CH:1]1[CH:10]=[N:9][C:8]2[C:3](=[C:4]([N+:12]([O-:14])=[O:13])[CH:5]=[CH:6][C:7]=2[OH:11])[CH:2]=1.[NH2:15][C:16]([CH2:21][OH:22])([CH2:19][OH:20])[CH2:17][OH:18], predict the reaction product. The product is: [CH:1]1[CH:10]=[N:9][C:8]2[C:3](=[C:4]([N+:12]([O-:14])=[O:13])[CH:5]=[CH:6][C:7]=2[OH:11])[CH:2]=1.[NH2:15][C:16]([CH2:21][OH:22])([CH2:19][OH:20])[CH2:17][OH:18]. (4) Given the reactants [CH2:1]([O:3][C:4](=[O:24])[CH2:5][CH2:6][CH2:7][O:8][C:9]1[CH:14]=[CH:13][C:12](B2OC(C)(C)C(C)(C)O2)=[CH:11][CH:10]=1)[CH3:2].Cl[C:26]1[CH:31]=[CH:30][CH:29]=[C:28]([O:32][C:33]2[CH:38]=[CH:37][CH:36]=[CH:35][CH:34]=2)[N:27]=1.N#N.O, predict the reaction product. The product is: [CH2:1]([O:3][C:4](=[O:24])[CH2:5][CH2:6][CH2:7][O:8][C:9]1[CH:10]=[CH:11][C:12]([C:26]2[CH:31]=[CH:30][CH:29]=[C:28]([O:32][C:33]3[CH:38]=[CH:37][CH:36]=[CH:35][CH:34]=3)[N:27]=2)=[CH:13][CH:14]=1)[CH3:2].